Dataset: NCI-60 drug combinations with 297,098 pairs across 59 cell lines. Task: Regression. Given two drug SMILES strings and cell line genomic features, predict the synergy score measuring deviation from expected non-interaction effect. (1) Drug 1: CC(C1=C(C=CC(=C1Cl)F)Cl)OC2=C(N=CC(=C2)C3=CN(N=C3)C4CCNCC4)N. Drug 2: CC1C(C(=O)NC(C(=O)N2CCCC2C(=O)N(CC(=O)N(C(C(=O)O1)C(C)C)C)C)C(C)C)NC(=O)C3=C4C(=C(C=C3)C)OC5=C(C(=O)C(=C(C5=N4)C(=O)NC6C(OC(=O)C(N(C(=O)CN(C(=O)C7CCCN7C(=O)C(NC6=O)C(C)C)C)C)C(C)C)C)N)C. Cell line: UO-31. Synergy scores: CSS=4.79, Synergy_ZIP=-0.716, Synergy_Bliss=1.65, Synergy_Loewe=0.506, Synergy_HSA=0.436. (2) Drug 1: CC1OCC2C(O1)C(C(C(O2)OC3C4COC(=O)C4C(C5=CC6=C(C=C35)OCO6)C7=CC(=C(C(=C7)OC)O)OC)O)O. Drug 2: CN(C)N=NC1=C(NC=N1)C(=O)N. Cell line: NCI-H322M. Synergy scores: CSS=13.5, Synergy_ZIP=1.86, Synergy_Bliss=10.7, Synergy_Loewe=3.24, Synergy_HSA=7.78. (3) Drug 1: CC1C(C(CC(O1)OC2CC(CC3=C2C(=C4C(=C3O)C(=O)C5=C(C4=O)C(=CC=C5)OC)O)(C(=O)C)O)N)O.Cl. Drug 2: C1=NC2=C(N1)C(=S)N=C(N2)N. Cell line: LOX IMVI. Synergy scores: CSS=59.9, Synergy_ZIP=-1.58, Synergy_Bliss=-4.28, Synergy_Loewe=-4.79, Synergy_HSA=-0.411. (4) Drug 1: C(=O)(N)NO. Drug 2: CC12CCC3C(C1CCC2OP(=O)(O)O)CCC4=C3C=CC(=C4)OC(=O)N(CCCl)CCCl.[Na+]. Cell line: HCT116. Synergy scores: CSS=7.48, Synergy_ZIP=-5.26, Synergy_Bliss=-6.49, Synergy_Loewe=-13.8, Synergy_HSA=-6.74. (5) Drug 1: C1=CC(=CC=C1CCCC(=O)O)N(CCCl)CCCl. Drug 2: CN(C(=O)NC(C=O)C(C(C(CO)O)O)O)N=O. Cell line: EKVX. Synergy scores: CSS=-3.40, Synergy_ZIP=-5.29, Synergy_Bliss=-13.8, Synergy_Loewe=-12.4, Synergy_HSA=-12.4. (6) Synergy scores: CSS=55.1, Synergy_ZIP=6.16, Synergy_Bliss=7.60, Synergy_Loewe=-64.3, Synergy_HSA=-1.99. Drug 2: CC1=C(C(=CC=C1)Cl)NC(=O)C2=CN=C(S2)NC3=CC(=NC(=N3)C)N4CCN(CC4)CCO. Drug 1: CN1C(=O)N2C=NC(=C2N=N1)C(=O)N. Cell line: K-562. (7) Drug 1: C#CCC(CC1=CN=C2C(=N1)C(=NC(=N2)N)N)C3=CC=C(C=C3)C(=O)NC(CCC(=O)O)C(=O)O. Drug 2: C1CC(=O)NC(=O)C1N2C(=O)C3=CC=CC=C3C2=O. Cell line: SNB-75. Synergy scores: CSS=-3.00, Synergy_ZIP=1.40, Synergy_Bliss=0.725, Synergy_Loewe=-3.06, Synergy_HSA=-2.78. (8) Drug 1: C1=NC(=NC(=O)N1C2C(C(C(O2)CO)O)O)N. Drug 2: C1CN(P(=O)(OC1)NCCCl)CCCl. Cell line: CAKI-1. Synergy scores: CSS=34.4, Synergy_ZIP=-1.16, Synergy_Bliss=-3.82, Synergy_Loewe=-35.5, Synergy_HSA=-4.13. (9) Drug 1: CN(C)C1=NC(=NC(=N1)N(C)C)N(C)C. Drug 2: CN(CC1=CN=C2C(=N1)C(=NC(=N2)N)N)C3=CC=C(C=C3)C(=O)NC(CCC(=O)O)C(=O)O. Cell line: SK-MEL-5. Synergy scores: CSS=8.98, Synergy_ZIP=-5.83, Synergy_Bliss=3.35, Synergy_Loewe=-23.2, Synergy_HSA=-1.32.